This data is from Reaction yield outcomes from USPTO patents with 853,638 reactions. The task is: Predict the reaction yield, written as a fraction of the theoretical maximum amount of product (1.0 means a 100% yield; for example, 0.34 means a 34% yield). The reactants are Cl[C:2]1[O:3][C:4]([C:8]2[CH:13]=[CH:12][C:11]([Cl:14])=[CH:10][CH:9]=2)=[C:5]([CH3:7])[N:6]=1.[C:15](#[N:17])[CH3:16]. No catalyst specified. The product is [Cl:14][C:11]1[CH:12]=[CH:13][C:8]([C:4]2[O:3][C:2]([NH:17][C:15]3[CH:13]=[CH:12][CH:11]=[C:10]4[C:16]=3[CH2:5][CH:4]([OH:3])[CH2:8][CH2:9]4)=[N:6][C:5]=2[CH3:7])=[CH:9][CH:10]=1. The yield is 0.170.